Task: Regression/Classification. Given a drug SMILES string, predict its absorption, distribution, metabolism, or excretion properties. Task type varies by dataset: regression for continuous measurements (e.g., permeability, clearance, half-life) or binary classification for categorical outcomes (e.g., BBB penetration, CYP inhibition). Dataset: cyp2c19_veith.. Dataset: CYP2C19 inhibition data for predicting drug metabolism from PubChem BioAssay (1) The molecule is CN1CCN(c2ncc3nc(CCc4ccccc4)c(=O)n(CCc4ccccc4)c3n2)CC1. The result is 1 (inhibitor). (2) The molecule is CCNc1ncc2nc(-c3cccc(C#N)c3)c(=O)n(Cc3cccc(OC)c3)c2n1. The result is 0 (non-inhibitor). (3) The molecule is N#Cc1c(N)nc2c(c1-c1cccc(O)c1)CCCCCC2. The result is 1 (inhibitor). (4) The molecule is CCCCN1C(=O)CN(CCc2ccccc2)C(=O)C1c1ccc(OC)cc1. The result is 1 (inhibitor). (5) The compound is CC(C)(CO)[C@H](O)C(=O)NCCCO. The result is 0 (non-inhibitor). (6) The molecule is C=CCNCCOCCOc1ccc(C)cc1[N+](=O)[O-]. The result is 0 (non-inhibitor).